This data is from Catalyst prediction with 721,799 reactions and 888 catalyst types from USPTO. The task is: Predict which catalyst facilitates the given reaction. Reactant: C[O:2][C:3]1[N:13]=[CH:12][C:11]2[C:10](=[O:14])[N:9]3[CH2:15][C@H:16]([C:19]([O:21]C)=[O:20])[CH2:17][CH2:18][C@H:8]3[CH2:7][CH2:6][C:5]=2[CH:4]=1.N#N. Product: [OH:2][C:3]1[N:13]=[CH:12][C:11]2[C:10](=[O:14])[N:9]3[CH2:15][C@H:16]([C:19]([OH:21])=[O:20])[CH2:17][CH2:18][C@H:8]3[CH2:7][CH2:6][C:5]=2[CH:4]=1. The catalyst class is: 33.